From a dataset of Catalyst prediction with 721,799 reactions and 888 catalyst types from USPTO. Predict which catalyst facilitates the given reaction. Reactant: FC(F)(F)C(O)=O.[S:8]1[C:12]2[CH:13]=[CH:14][CH:15]=[CH:16][C:11]=2[N:10]=[C:9]1[NH:17][C@H:18]([C:39]([O:41]C(C)(C)C)=[O:40])[CH2:19][C:20]1[CH:25]=[CH:24][C:23]([O:26][CH2:27][CH2:28][CH2:29][C:30](=[O:38])[NH:31][C:32]2[NH:33][CH2:34][CH2:35][CH2:36][N:37]=2)=[CH:22][CH:21]=1.C1(C)C=CC=CC=1. Product: [S:8]1[C:12]2[CH:13]=[CH:14][CH:15]=[CH:16][C:11]=2[N:10]=[C:9]1[NH:17][C@H:18]([C:39]([OH:41])=[O:40])[CH2:19][C:20]1[CH:21]=[CH:22][C:23]([O:26][CH2:27][CH2:28][CH2:29][C:30](=[O:38])[NH:31][C:32]2[NH:33][CH2:34][CH2:35][CH2:36][N:37]=2)=[CH:24][CH:25]=1. The catalyst class is: 4.